From a dataset of Forward reaction prediction with 1.9M reactions from USPTO patents (1976-2016). Predict the product of the given reaction. (1) Given the reactants [NH2:1][C:2]1[CH:3]=[N:4][CH:5]=[CH:6][CH:7]=1.[C:8](Cl)(=[O:12])[O:9][CH2:10][CH3:11].[OH-].[Na+], predict the reaction product. The product is: [N:4]1[CH:5]=[CH:6][CH:7]=[C:2]([NH:1][C:8](=[O:12])[O:9][CH2:10][CH3:11])[CH:3]=1. (2) Given the reactants [Cl:1][C:2]1[CH:10]=[C:9]([C:11]2[CH:16]=[CH:15][CH:14]=[CH:13][C:12]=2[Cl:17])[C:5](C(O)=O)=[CH:4][N:3]=1.C1(P(N=[N+]=[N-])(C2C=CC=CC=2)=[O:25])C=CC=CC=1.C([N:37]([CH2:40]C)CC)C.[C:42]([OH:46])([CH3:45])([CH3:44])[CH3:43], predict the reaction product. The product is: [C:42]([O:46][C:40](=[O:25])[NH:37][C:5]1[CH:4]=[N:3][C:2]([Cl:1])=[CH:10][C:9]=1[C:11]1[CH:16]=[CH:15][CH:14]=[CH:13][C:12]=1[Cl:17])([CH3:45])([CH3:44])[CH3:43]. (3) Given the reactants Br[C:2]1[CH:7]=[CH:6][CH:5]=[C:4]([Br:8])[CH:3]=1.C([Li])CCC.[O:14]1[CH:18]=[CH:17][C:16]([C:19]#[N:20])=[CH:15]1.[BH4-].[Na+].[Cl-].[NH4+], predict the reaction product. The product is: [Br:8][C:4]1[CH:3]=[C:2]([CH:19]([C:16]2[CH:17]=[CH:18][O:14][CH:15]=2)[NH2:20])[CH:7]=[CH:6][CH:5]=1. (4) The product is: [O:1]=[C:2]([C:7]1[CH:8]=[C:9]([O:17][CH3:18])[C:10]([O:15][CH3:16])=[C:11]([O:13][CH3:14])[CH:12]=1)[CH2:3][C:4]([O:6][C:25]1[CH:24]=[CH:23][CH:22]=[C:21]([O:20][CH3:19])[CH:26]=1)=[O:5]. Given the reactants [O:1]=[C:2]([C:7]1[CH:12]=[C:11]([O:13][CH3:14])[C:10]([O:15][CH3:16])=[C:9]([O:17][CH3:18])[CH:8]=1)[CH2:3][C:4]([OH:6])=[O:5].[CH3:19][O:20][C:21]1[CH:22]=[C:23](O)[CH:24]=[CH:25][CH:26]=1.C(Cl)Cl, predict the reaction product. (5) Given the reactants [Cl:1][C:2]1[CH:30]=[CH:29][C:5]([CH2:6][C:7]2[CH:28]=[CH:27][CH:26]=[CH:25][C:8]=2[C:9]([NH:11][N:12]2[C:20]3[C:15](=[CH:16][C:17]([C:21]([O:23]C)=[O:22])=[CH:18][CH:19]=3)[CH2:14][CH2:13]2)=[O:10])=[CH:4][CH:3]=1.CO.[OH-].[Na+].C(O)(=O)CC(CC(O)=O)(C(O)=O)O, predict the reaction product. The product is: [Cl:1][C:2]1[CH:3]=[CH:4][C:5]([CH2:6][C:7]2[CH:28]=[CH:27][CH:26]=[CH:25][C:8]=2[C:9]([NH:11][N:12]2[C:20]3[C:15](=[CH:16][C:17]([C:21]([OH:23])=[O:22])=[CH:18][CH:19]=3)[CH:14]=[CH:13]2)=[O:10])=[CH:29][CH:30]=1. (6) Given the reactants [CH3:1][N:2]([C:7]1[C:15]2[C:10](=[CH:11][CH:12]=[C:13]([N+:16]([O-:18])=[O:17])[CH:14]=2)[NH:9][N:8]=1)[CH2:3][C:4]([OH:6])=O.C(Cl)CCl.C1C=CC2N(O)N=[N:29][C:27]=2C=1.CCN(CC)CC.CN, predict the reaction product. The product is: [CH3:27][NH:29][C:4](=[O:6])[CH2:3][N:2]([CH3:1])[C:7]1[C:15]2[C:10](=[CH:11][CH:12]=[C:13]([N+:16]([O-:18])=[O:17])[CH:14]=2)[NH:9][N:8]=1.